Dataset: Full USPTO retrosynthesis dataset with 1.9M reactions from patents (1976-2016). Task: Predict the reactants needed to synthesize the given product. (1) Given the product [C:1]1([NH:7][C:8](=[S:9])[C:27](=[C:22]2[N:21]=[CH:26][CH:25]=[CH:24][NH:23]2)[C:28]#[N:29])[CH:6]=[CH:5][CH:4]=[CH:3][CH:2]=1.[C:1]1([NH:7][C:8](=[S:9])[CH:36]([C:31]2[N:32]=[CH:33][CH:34]=[CH:35][N:30]=2)[C:37]([NH2:39])=[O:38])[CH:6]=[CH:5][CH:4]=[CH:3][CH:2]=1, predict the reactants needed to synthesize it. The reactants are: [C:1]1([N:7]=[C:8]=[S:9])[CH:6]=[CH:5][CH:4]=[CH:3][CH:2]=1.NC1C=CC=CC=1.C(Cl)(Cl)=S.[N:21]1[CH:26]=[CH:25][CH:24]=[N:23][C:22]=1[CH2:27][C:28]#[N:29].[N:30]1[CH:35]=[CH:34][CH:33]=[N:32][C:31]=1[CH2:36][C:37]([NH2:39])=[O:38]. (2) Given the product [F:31][C:20]([F:19])([F:30])[C:35]([O-:36])=[O:17].[F:1][C:2]1[CH:7]=[CH:6][CH:5]=[CH:4][C:3]=1[C:8]1[NH+:16]=[C:15]2[C:10](=[CH:11][N:12]([CH2:26][C:25]3[CH:28]=[CH:29][C:22]([O:21][C:20]([F:19])([F:30])[F:31])=[CH:23][CH:24]=3)[CH:13]=[CH:14]2)[CH:9]=1, predict the reactants needed to synthesize it. The reactants are: [F:1][C:2]1[CH:7]=[CH:6][CH:5]=[CH:4][C:3]=1[C:8]1[NH:16][C:15]2[CH:14]=[CH:13][N:12]=[CH:11][C:10]=2[CH:9]=1.[OH-:17].[Na+].[F:19][C:20]([F:31])([F:30])[O:21][C:22]1[CH:29]=[CH:28][C:25]([CH2:26]Cl)=[CH:24][CH:23]=1.CN([CH:35]=[O:36])C. (3) Given the product [NH2:16][C:10]1[O:11][CH2:12][C:13]([F:14])([F:15])[C@:8]([C:6]2[CH:7]=[C:2]([NH:1][C:25]([C:23]3[N:24]=[C:20]([CH3:19])[O:21][C:22]=3[C:28]([F:31])([F:29])[F:30])=[O:26])[CH:3]=[CH:4][C:5]=2[F:18])([CH3:17])[N:9]=1, predict the reactants needed to synthesize it. The reactants are: [NH2:1][C:2]1[CH:3]=[CH:4][C:5]([F:18])=[C:6]([C@:8]2([CH3:17])[C:13]([F:15])([F:14])[CH2:12][O:11][C:10]([NH2:16])=[N:9]2)[CH:7]=1.[CH3:19][C:20]1[O:21][C:22]([C:28]([F:31])([F:30])[F:29])=[C:23]([C:25](O)=[O:26])[N:24]=1. (4) Given the product [OH:8][CH2:9][CH2:10][C@@H:11]1[CH2:14][C@H:13]([N:15]2[CH:23]=[N:22][C:21]3[C:16]2=[N:17][CH:18]=[N:19][C:20]=3[NH2:24])[CH2:12]1, predict the reactants needed to synthesize it. The reactants are: C([O:8][CH2:9][CH2:10][C@@H:11]1[CH2:14][C@H:13]([N:15]2[CH:23]=[N:22][C:21]3[C:16]2=[N:17][CH:18]=[N:19][C:20]=3[NH2:24])[CH2:12]1)C1C=CC=CC=1.B(Cl)(Cl)Cl.N.CO. (5) Given the product [CH3:12][S:13][C:14]1[CH:19]=[CH:18][CH:17]=[CH:16][C:15]=1[N:20]1[CH2:25][CH2:24][N:23]([CH2:2][C:3]2[S:4][C:5]3[C:10]([N:11]=2)=[CH:9][CH:8]=[CH:7][N:6]=3)[CH2:22][CH2:21]1, predict the reactants needed to synthesize it. The reactants are: Cl[CH2:2][C:3]1[S:4][C:5]2[C:10]([N:11]=1)=[CH:9][CH:8]=[CH:7][N:6]=2.[CH3:12][S:13][C:14]1[CH:19]=[CH:18][CH:17]=[CH:16][C:15]=1[N:20]1[CH2:25][CH2:24][NH:23][CH2:22][CH2:21]1.CC(=O)OCC.